Dataset: Blood-brain barrier permeability classification from the B3DB database. Task: Regression/Classification. Given a drug SMILES string, predict its absorption, distribution, metabolism, or excretion properties. Task type varies by dataset: regression for continuous measurements (e.g., permeability, clearance, half-life) or binary classification for categorical outcomes (e.g., BBB penetration, CYP inhibition). Dataset: b3db_classification. (1) The molecule is COc1ccc2c3c1O[C@H]1C[C@@H](O)C=C[C@@]31CCN(C)C2. The result is 1 (penetrates BBB). (2) The compound is OC1CCCCC1N1CCC(c2ccccc2)CC1. The result is 1 (penetrates BBB). (3) The compound is CC(C)c1nc(N(C)S(C)(=O)=O)nc(-c2ccc(F)cc2)c1/C=C/[C@@H](O)C[C@@H](O)CC(=O)O. The result is 1 (penetrates BBB). (4) The molecule is Clc1cccc(Cl)c1NC1=NCCN1. The result is 1 (penetrates BBB). (5) The molecule is COc1ccc(OC(F)(F)F)cc1CN[C@H]1CCCN[C@@H]1c1ccccc1. The result is 1 (penetrates BBB). (6) The compound is N#Cc1cc(NC(=O)C(=O)O)c(Cl)c(NC(=O)C(=O)O)c1. The result is 0 (does not penetrate BBB).